This data is from Aqueous solubility values for 9,982 compounds from the AqSolDB database. The task is: Regression/Classification. Given a drug SMILES string, predict its absorption, distribution, metabolism, or excretion properties. Task type varies by dataset: regression for continuous measurements (e.g., permeability, clearance, half-life) or binary classification for categorical outcomes (e.g., BBB penetration, CYP inhibition). For this dataset (solubility_aqsoldb), we predict Y. (1) The molecule is Clc1ccc(COC(Cn2ccnc2)c2ccc(Cl)cc2Cl)c(Cl)c1. The Y is -5.08 log mol/L. (2) The drug is O=C(Nc1cccc2c(NC(=O)C3=Cc4ccccc4/C(=N\Nc4cccc(Cl)c4Cl)C3=O)cccc12)C1=Cc2ccccc2/C(=N/Nc2cccc(Cl)c2Cl)C1=O. The Y is -9.23 log mol/L. (3) The drug is Cc1ccc(Cl)c(Cl)c1. The Y is -3.78 log mol/L. (4) The drug is O=S1(=O)NCc2ccccc21. The Y is -1.52 log mol/L. (5) The drug is O=C(O)CC(SC(CC(=O)O)C(=O)O)C(=O)O. The Y is -0.491 log mol/L. (6) The compound is N=C1C=CC2=CC(S(=O)(=O)[O-])=CC(=O)C2=C1NNc1ccccc1S(=O)(=O)c1ccccc1.[Na+]. The Y is -2.09 log mol/L. (7) The drug is Nc1ccc([N+](=O)[O-])cc1S(=O)(=O)[O-].[Na+]. The Y is -1.77 log mol/L. (8) The compound is C/C=C/C(C)O. The Y is 0.0152 log mol/L. (9) The compound is CCC(C)c1cc(S(=O)(=O)[O-])cc(-n2nc3ccccc3n2)c1O.[Na+]. The Y is -1.58 log mol/L. (10) The molecule is NC(=O)c1nc(-c2ccccc2)n(-c2ccc(Cl)c(COCC(F)(F)C(F)(F)F)c2)n1. The Y is -5.66 log mol/L.